This data is from Full USPTO retrosynthesis dataset with 1.9M reactions from patents (1976-2016). The task is: Predict the reactants needed to synthesize the given product. Given the product [Cl:9][C:10]1[C:11]([C:29]2[N:33]=[CH:32][N:31]([CH3:3])[N:30]=2)=[C:12]([NH:15][C:16](=[O:28])[CH2:17][N:18]2[C:23](=[O:24])[CH:22]=[CH:21][N:20]3[N:25]=[CH:26][CH:27]=[C:19]23)[S:13][CH:14]=1, predict the reactants needed to synthesize it. The reactants are: IC.[C:3]([O-])([O-])=O.[K+].[K+].[Cl:9][C:10]1[C:11]([C:29]2[N:33]=[CH:32][NH:31][N:30]=2)=[C:12]([NH:15][C:16](=[O:28])[CH2:17][N:18]2[C:23](=[O:24])[CH:22]=[CH:21][N:20]3[N:25]=[CH:26][CH:27]=[C:19]23)[S:13][CH:14]=1.